Dataset: Full USPTO retrosynthesis dataset with 1.9M reactions from patents (1976-2016). Task: Predict the reactants needed to synthesize the given product. (1) Given the product [CH:48]1([CH2:49][NH:45][C:25]2[CH:24]=[CH:23][C:22]([N:68]3[C:3]([C:2]([F:16])([F:15])[F:1])=[CH:4][C:5]([C:7]4[CH:8]=[N:9][CH:10]=[CH:11][CH:12]=4)=[N:69]3)=[CH:21][N:20]=2)[CH2:47][CH2:55][CH2:60][CH2:59][CH2:58]1, predict the reactants needed to synthesize it. The reactants are: [F:1][C:2]([F:16])([F:15])[C:3](O)(O)/[CH:4]=[C:5](/[C:7]1[CH:8]=[N:9][CH:10]=[CH:11][CH:12]=1)\O.C[O-].[Na+].[N:20]1[CH:25]=[CH:24][CH:23]=[C:22](C(=O)C)[CH:21]=1.FC(F)(F)C(OCC)=O.FC1N=CC([N:45]2[C:49](C(F)(F)F)(O)[CH2:48][C:47]([C:55]3C=N[CH:58]=[CH:59][CH:60]=3)=N2)=CC=1.ClC1C=CC([NH:68][NH2:69])=CN=1.C(O)(=O)C.FC1N=CC(N2C(C(F)(F)F)(O)CC(C3C=NC=CC=3)=N2)=CC=1.C1(CC2C(N)=NC=C(N3C(C(F)(F)F)=CC(C4C=NC=CC=4)=N3)C=2)CCCCC1.C1(CN)CCCCC1. (2) Given the product [Si:1]([O:8][C@H:9]([CH2:10][CH:11]([C:27]1[CH:26]=[CH:25][CH:24]=[C:23]([F:22])[CH:28]=1)[OH:21])[CH2:13][NH:12][C:14](=[O:15])[O:16][C:17]([CH3:20])([CH3:19])[CH3:18])([C:4]([CH3:7])([CH3:6])[CH3:5])([CH3:3])[CH3:2], predict the reactants needed to synthesize it. The reactants are: [Si:1]([O:8][C@H:9]1[CH2:13][N:12]([C:14]([O:16][C:17]([CH3:20])([CH3:19])[CH3:18])=[O:15])[C:11](=[O:21])[CH2:10]1)([C:4]([CH3:7])([CH3:6])[CH3:5])([CH3:3])[CH3:2].[F:22][C:23]1[CH:24]=[C:25]([Mg]Br)[CH:26]=[CH:27][CH:28]=1.[BH4-].[Na+].[NH4+].[Cl-].